This data is from Catalyst prediction with 721,799 reactions and 888 catalyst types from USPTO. The task is: Predict which catalyst facilitates the given reaction. Reactant: [C:1]([O:5][C:6](=[O:18])[NH:7][CH:8]([C:12]1[CH:17]=[CH:16][CH:15]=[CH:14][CH:13]=1)[CH2:9][CH:10]=O)([CH3:4])([CH3:3])[CH3:2].[N+](=[C:21](P(=O)(OC)OC)C(=O)C)=[N-].C(=O)([O-])[O-].[K+].[K+]. Product: [C:12]1([CH:8]([NH:7][C:6](=[O:18])[O:5][C:1]([CH3:4])([CH3:3])[CH3:2])[CH2:9][C:10]#[CH:21])[CH:17]=[CH:16][CH:15]=[CH:14][CH:13]=1. The catalyst class is: 5.